Dataset: Full USPTO retrosynthesis dataset with 1.9M reactions from patents (1976-2016). Task: Predict the reactants needed to synthesize the given product. (1) Given the product [Cl:19][C:6]1[CH:5]=[C:4]([N:20]2[C:25](=[O:26])[NH:24][C:23](=[O:27])[C:34]([C:33]([OH:36])=[O:35])=[N:21]2)[CH:3]=[C:2]([Cl:1])[C:7]=1[O:8][C:9]1[CH:14]=[C:13]([CH:15]([CH3:17])[CH3:16])[C:12](=[O:18])[NH:11][N:10]=1, predict the reactants needed to synthesize it. The reactants are: [Cl:1][C:2]1[CH:3]=[C:4]([N:20]2[C:25](=[O:26])[NH:24][C:23](=[O:27])C(C#N)=[N:21]2)[CH:5]=[C:6]([Cl:19])[C:7]=1[O:8][C:9]1[CH:14]=[C:13]([CH:15]([CH3:17])[CH3:16])[C:12](=[O:18])[NH:11][N:10]=1.Cl.[OH-].[Na+].[C:33]([OH:36])(=[O:35])[CH3:34]. (2) The reactants are: [O:1]1[CH2:6][CH2:5][CH:4]([NH2:7])[CH2:3][CH2:2]1.[CH:8]([C:10]1[CH:18]=[CH:17][C:13]([C:14](O)=[O:15])=[CH:12][CH:11]=1)=[O:9].CCN=C=NCCCN(C)C.C1C=CC2N(O)N=NC=2C=1.CN1CCOCC1. Given the product [CH:8]([C:10]1[CH:18]=[CH:17][C:13]([C:14]([NH:7][CH:4]2[CH2:5][CH2:6][O:1][CH2:2][CH2:3]2)=[O:15])=[CH:12][CH:11]=1)=[O:9], predict the reactants needed to synthesize it. (3) Given the product [C:3]([OH:5])(=[O:4])[CH2:2][OH:9].[CH2:11]([O:18][C:19]([NH:21][CH2:22][CH2:23][CH2:24][CH2:25][C@@H:26]([C:31]([OH:32])=[O:30])[NH2:27])=[O:20])[C:12]1[CH:13]=[CH:14][CH:15]=[CH:16][CH:17]=1.[C:36]([OH:38])(=[O:37])[C@H:35]([CH3:34])[OH:42], predict the reactants needed to synthesize it. The reactants are: C[C@@H:2]1[O:9]C(=O)[C@H](C)[O:5][C:3]1=[O:4].[CH2:11]([O:18][C:19]([NH:21][CH2:22][CH2:23][CH2:24][CH2:25][CH:26]1[C:31](=[O:32])[O:30]CC(=O)[NH:27]1)=[O:20])[C:12]1[CH:17]=[CH:16][CH:15]=[CH:14][CH:13]=1.[CH3:34][C@@H:35]1[O:42]C(=O)[C@H](C)[O:38][C:36]1=[O:37].C(OC(NCCCCC1C(=O)OCC(=O)N1)=O)C1C=CC=CC=1. (4) Given the product [I:29][C:20]1[C:11]2[C:12]3[C:13]([NH:19][C:10]=2[C:9](=[O:26])[N:8]([CH2:7][C:6]2[CH:27]=[CH:28][C:3]([O:2][CH3:1])=[CH:4][CH:5]=2)[CH:21]=1)=[N:14][CH:15]=[C:16]([CH3:18])[CH:17]=3, predict the reactants needed to synthesize it. The reactants are: [CH3:1][O:2][C:3]1[CH:28]=[CH:27][C:6]([CH2:7][N:8]2[CH:21]=[C:20]([Si](C)(C)C)[C:11]3[C:12]4[C:13]([NH:19][C:10]=3[C:9]2=[O:26])=[N:14][CH:15]=[C:16]([CH3:18])[CH:17]=4)=[CH:5][CH:4]=1.[I:29]I.